This data is from Aqueous solubility values for 9,982 compounds from the AqSolDB database. The task is: Regression/Classification. Given a drug SMILES string, predict its absorption, distribution, metabolism, or excretion properties. Task type varies by dataset: regression for continuous measurements (e.g., permeability, clearance, half-life) or binary classification for categorical outcomes (e.g., BBB penetration, CYP inhibition). For this dataset (solubility_aqsoldb), we predict Y. (1) The Y is -6.98 log mol/L. The molecule is CCCCCCCC/C=C\CCCCCCCC(=O)OCCCCCCCCCCCCCC. (2) The compound is CC1C/C=C/C=C/C=C/C=C/C(OC2OC(C)C(O)C([NH3+])C2O)CC2OC(O)(CC(O)CC3OC3/C=C/C(=O)O1)CC(O)C2C(=O)[O-]. The Y is -2.21 log mol/L. (3) The compound is CC(C)CC(c1ccc(O)cc1)c1ccc(O)cc1. The Y is -3.37 log mol/L. (4) The drug is CCOCCc1ccc(OCCNc2ncnc(CC)c2Cl)c(C)c1C. The Y is -5.24 log mol/L. (5) The drug is C=COC(=O)c1ccccc1. The Y is -2.62 log mol/L. (6) The Y is -1.80 log mol/L. The molecule is O=[N+]([O-])c1cc(N(CCO)CCO)ccc1NCCO. (7) The molecule is NS(=O)(=O)c1cc(S(=O)(=O)c2ccc(O)cc2)cs1. The Y is -3.03 log mol/L. (8) The molecule is O=C(O)c1ccc(NC(=O)c2cccnc2)cc1. The Y is -3.08 log mol/L. (9) The drug is CCOC(=O)C=Cc1ccccc1. The Y is -3.00 log mol/L.